This data is from Catalyst prediction with 721,799 reactions and 888 catalyst types from USPTO. The task is: Predict which catalyst facilitates the given reaction. (1) Reactant: [F:1][C:2]([F:15])([C:8]1[C:13]([CH3:14])=[CH:12][CH:11]=[CH:10][N:9]=1)[C:3]([O:5]CC)=[O:4].O.[OH-].[Li+]. Product: [F:15][C:2]([F:1])([C:8]1[C:13]([CH3:14])=[CH:12][CH:11]=[CH:10][N:9]=1)[C:3]([OH:5])=[O:4]. The catalyst class is: 364. (2) Product: [F:7][C:8]1[CH:13]=[CH:12][C:11]([S:14]([NH:23][C:22]2[CH:24]=[CH:25][C:19]([F:18])=[CH:20][CH:21]=2)(=[O:16])=[O:15])=[CH:10][CH:9]=1. The catalyst class is: 46. Reactant: N1C=CC=CC=1.[F:7][C:8]1[CH:13]=[CH:12][C:11]([S:14](Cl)(=[O:16])=[O:15])=[CH:10][CH:9]=1.[F:18][C:19]1[CH:25]=[CH:24][C:22]([NH2:23])=[CH:21][CH:20]=1. (3) Reactant: [CH3:1][S:2]([C:5]1[CH:6]=[C:7]([C:11]2[CH:16]=[CH:15][C:14]([N:17]3[CH:21]=[C:20]([C:22]([O:24]CC)=O)[N:19]=[C:18]3[C:27]3[CH:32]=[CH:31][CH:30]=[CH:29][C:28]=3[C:33]([F:36])([F:35])[F:34])=[CH:13][CH:12]=2)[CH:8]=[CH:9][CH:10]=1)(=[O:4])=[O:3].O1CCOCC1.[NH2:43][NH2:44]. Product: [CH3:1][S:2]([C:5]1[CH:6]=[C:7]([C:11]2[CH:12]=[CH:13][C:14]([N:17]3[CH:21]=[C:20]([C:22]([NH:43][NH2:44])=[O:24])[N:19]=[C:18]3[C:27]3[CH:32]=[CH:31][CH:30]=[CH:29][C:28]=3[C:33]([F:35])([F:34])[F:36])=[CH:15][CH:16]=2)[CH:8]=[CH:9][CH:10]=1)(=[O:4])=[O:3]. The catalyst class is: 11. (4) Reactant: C1C=C(Cl)C=C(C(OO)=[O:9])C=1.[Cl:12][C:13]1[CH:14]=[C:15]([CH:34]=[C:35]([C:37]([F:40])([F:39])[F:38])[CH:36]=1)[C:16]([NH:18][CH2:19][C:20]1[CH:25]=[C:24]([Cl:26])[CH:23]=[CH:22][C:21]=1[S:27][C:28]1[CH:33]=[CH:32][CH:31]=[CH:30][CH:29]=1)=[O:17]. The catalyst class is: 25. Product: [C:28]1([S:27]([C:21]2[CH:22]=[CH:23][C:24]([Cl:26])=[CH:25][C:20]=2[CH2:19][NH:18][C:16](=[O:17])[C:15]2[CH:34]=[C:35]([C:37]([F:39])([F:40])[F:38])[CH:36]=[C:13]([Cl:12])[CH:14]=2)=[O:9])[CH:29]=[CH:30][CH:31]=[CH:32][CH:33]=1. (5) Reactant: C(O[C:6](=O)[NH:7][C@@H:8]([CH2:28][CH2:29][CH2:30][CH2:31][OH:32])[CH2:9][O:10][Si:11]([C:24]([CH3:27])([CH3:26])[CH3:25])([C:18]1[CH:23]=[CH:22][CH:21]=[CH:20][CH:19]=1)[C:12]1[CH:17]=[CH:16][CH:15]=[CH:14][CH:13]=1)(C)(C)C.Cl.C(=O)[CH2:36][CH:37]([CH3:39])[CH3:38].C(O)(=O)C.C([BH3-])#N.[Na+]. Product: [Si:11]([O:10][CH2:9][C@@H:8]([NH:7][CH2:6][CH2:36][CH:37]([CH3:39])[CH3:38])[CH2:28][CH2:29][CH2:30][CH2:31][OH:32])([C:24]([CH3:26])([CH3:27])[CH3:25])([C:12]1[CH:17]=[CH:16][CH:15]=[CH:14][CH:13]=1)[C:18]1[CH:23]=[CH:22][CH:21]=[CH:20][CH:19]=1. The catalyst class is: 169. (6) Reactant: [Cl:1][C:2]1[CH:3]=[C:4]([C:10]2([C:27]([F:30])([F:29])[F:28])[O:14][N:13]=[C:12]([C:15]3[N:16]4[C:20]([C:21]([C:24]([OH:26])=O)=[CH:22][CH:23]=3)=[CH:19][CH:18]=[CH:17]4)[CH2:11]2)[CH:5]=[C:6]([Cl:9])[C:7]=1[Cl:8].CN(C(ON1N=NC2C=CC=NC1=2)=[N+](C)C)C.F[P-](F)(F)(F)(F)F.CCN(CC)CC.Cl.[NH2:63][CH2:64][C:65]1[CH:66]=[CH:67][C:68]2[C:72]([CH3:74])([CH3:73])[O:71][B:70]([OH:75])[C:69]=2[CH:76]=1. Product: [OH:75][B:70]1[C:69]2[CH:76]=[C:65]([CH2:64][NH:63][C:24]([C:21]3[C:20]4[N:16]([CH:17]=[CH:18][CH:19]=4)[C:15]([C:12]4[CH2:11][C:10]([C:4]5[CH:3]=[C:2]([Cl:1])[C:7]([Cl:8])=[C:6]([Cl:9])[CH:5]=5)([C:27]([F:30])([F:29])[F:28])[O:14][N:13]=4)=[CH:23][CH:22]=3)=[O:26])[CH:66]=[CH:67][C:68]=2[C:72]([CH3:74])([CH3:73])[O:71]1. The catalyst class is: 499. (7) Reactant: Cl[C:2]1[N:7]=[C:6]([Cl:8])[N:5]=[CH:4][N:3]=1.[F:9][C:10]1[CH:15]=[C:14]([F:16])[C:13]([F:17])=[CH:12][C:11]=1[C@H:18]1[CH2:22][NH:21][CH2:20][C@@H:19]1[NH:23][C:24](=[O:30])[O:25][C:26]([CH3:29])([CH3:28])[CH3:27].C(N(C(C)C)C(C)C)C. Product: [Cl:8][C:6]1[N:5]=[CH:4][N:3]=[C:2]([N:21]2[CH2:22][C@H:18]([C:11]3[CH:12]=[C:13]([F:17])[C:14]([F:16])=[CH:15][C:10]=3[F:9])[C@@H:19]([NH:23][C:24](=[O:30])[O:25][C:26]([CH3:28])([CH3:27])[CH3:29])[CH2:20]2)[N:7]=1. The catalyst class is: 57. (8) Reactant: [Cl:1][CH:2]1[CH2:7][CH2:6][N:5]([S:8]([C:11]2[CH:17]=[CH:16][C:14]([NH2:15])=[CH:13][CH:12]=2)(=[O:10])=[O:9])[CH2:4][CH2:3]1.[N+:18]([C:21]1[O:25][C:24]([C:26](Cl)=[O:27])=[CH:23][CH:22]=1)([O-:20])=[O:19].C(#N)C. Product: [Cl:1][CH:2]1[CH2:7][CH2:6][N:5]([S:8]([C:11]2[CH:17]=[CH:16][C:14]([NH:15][C:26]([C:24]3[O:25][C:21]([N+:18]([O-:20])=[O:19])=[CH:22][CH:23]=3)=[O:27])=[CH:13][CH:12]=2)(=[O:10])=[O:9])[CH2:4][CH2:3]1. The catalyst class is: 2.